From a dataset of Catalyst prediction with 721,799 reactions and 888 catalyst types from USPTO. Predict which catalyst facilitates the given reaction. (1) Reactant: [Cl:1][C:2]1[C:7]([C:8](O)=[O:9])=[CH:6][N:5]=[C:4]([Cl:11])[CH:3]=1.[CH3:12][N:13](C(ON1N=NC2C=CC=NC1=2)=[N+](C)C)[CH3:14].F[P-](F)(F)(F)(F)F.C(N(C(C)C)CC)(C)C.Cl.CNC.C(=O)([O-])O.[Na+]. Product: [Cl:1][C:2]1[C:7]([C:8]([N:13]([CH3:14])[CH3:12])=[O:9])=[CH:6][N:5]=[C:4]([Cl:11])[CH:3]=1. The catalyst class is: 80. (2) Reactant: P(=O)(O)(O)O.C(OC([NH:13][CH:14]1[CH2:17][N:16]([C:18]2[S:19][C:20]3[CH:26]=[C:25]([C:27]([O:29][CH2:30][CH3:31])=[O:28])[CH:24]=[CH:23][C:21]=3[N:22]=2)[CH2:15]1)=O)(C)(C)C.C1COCC1.O. Product: [NH2:13][CH:14]1[CH2:17][N:16]([C:18]2[S:19][C:20]3[CH:26]=[C:25]([C:27]([O:29][CH2:30][CH3:31])=[O:28])[CH:24]=[CH:23][C:21]=3[N:22]=2)[CH2:15]1. The catalyst class is: 4. (3) Reactant: B(O)(O)[C@H]1[N:6](C([C@@H](N)C(C)C)=O)CCC1.[CH3:16][S:17]([OH:20])(=[O:19])=[O:18].[CH3:21][C:22]1[O:26][C:25]([C:27]2[CH:32]=[CH:31][CH:30]=[CH:29][CH:28]=2)=[N:24][C:23]=1[CH2:33][CH2:34]OS(C)(=O)=O.N. Product: [S:17]([O-:20])(=[O:19])(=[O:18])[CH3:16].[CH3:21][C:22]1[O:26][C:25]([C:27]2[CH:32]=[CH:31][CH:30]=[CH:29][CH:28]=2)=[N:24][C:23]=1[CH2:33][CH2:34][NH3+:6]. The catalyst class is: 5. (4) Reactant: [CH3:1][CH:2]([CH3:26])[CH2:3][NH:4][C@H:5]1[CH2:10][C@@H:9]([C:11]([N:13]2[CH2:18][CH2:17][O:16][CH2:15][CH2:14]2)=[O:12])[CH2:8][N:7]([C:19]([O:21][C:22]([CH3:25])([CH3:24])[CH3:23])=[O:20])[CH2:6]1.C(N(C(C)C)CC)(C)C.Cl[C:37](=[O:43])[C:38]([O:40][CH2:41][CH3:42])=[O:39]. Product: [CH2:41]([O:40][C:38](=[O:39])[C:37]([N:4]([CH2:3][CH:2]([CH3:26])[CH3:1])[C@H:5]1[CH2:10][C@@H:9]([C:11]([N:13]2[CH2:18][CH2:17][O:16][CH2:15][CH2:14]2)=[O:12])[CH2:8][N:7]([C:19]([O:21][C:22]([CH3:24])([CH3:23])[CH3:25])=[O:20])[CH2:6]1)=[O:43])[CH3:42]. The catalyst class is: 44. (5) Reactant: [OH:1][C:2]1[CH:3]=[C:4]([CH:8]=[CH:9][C:10]=1[O:11][CH3:12])[C:5]([OH:7])=[O:6].Cl[CH2:14][C:15]1[CH:19]=[C:18]([CH3:20])[O:17][N:16]=1.C([O-])([O-])=O.[K+].[K+].N[C@H:28](C(O)=O)[CH2:29]C1C=C2C(C=CC=C2)=CC=1. Product: [CH2:28]([O:6][C:5](=[O:7])[C:4]1[CH:8]=[CH:9][C:10]([O:11][CH3:12])=[C:2]([O:1][CH2:14][C:15]2[CH:19]=[C:18]([CH3:20])[O:17][N:16]=2)[CH:3]=1)[CH3:29]. The catalyst class is: 23. (6) Reactant: [N:1]1[CH:6]=[CH:5][CH:4]=[C:3](B(O)O)[CH:2]=1.O.O.P([O-])([O-])([O-])=O.[K+].[K+].[K+].[Cl:20][C:21]1[N:26]=[C:25]2[N:27]([CH:31]3[CH2:36][CH2:35][CH2:34][CH2:33][O:32]3)[N:28]=[C:29](I)[C:24]2=[C:23]([CH:37]([F:39])[F:38])[CH:22]=1. The catalyst class is: 108. Product: [Cl:20][C:21]1[N:26]=[C:25]2[N:27]([CH:31]3[CH2:36][CH2:35][CH2:34][CH2:33][O:32]3)[N:28]=[C:29]([C:3]3[CH:2]=[N:1][CH:6]=[CH:5][CH:4]=3)[C:24]2=[C:23]([CH:37]([F:39])[F:38])[CH:22]=1. (7) Reactant: [NH2:1][C:2]1[CH:7]=[N:6][C:5](Br)=[CH:4][N:3]=1.[CH3:9][C:10]1[CH:15]=[CH:14][CH:13]=[C:12]([CH3:16])[C:11]=1B(O)O.P([O-])([O-])([O-])=O.[K+].[K+].[K+].C1(P(C2CCCCC2)C2CCCCC2)CCCCC1. Product: [CH3:9][C:10]1[CH:15]=[CH:14][CH:13]=[C:12]([CH3:16])[C:11]=1[C:5]1[N:6]=[CH:7][C:2]([NH2:1])=[N:3][CH:4]=1. The catalyst class is: 11. (8) Reactant: FC(F)(F)S(O[C:7]1[C:11]2[C:12]([O:16][CH3:17])=[N:13][CH:14]=[CH:15][C:10]=2[N:9]([C:18]2[C:23]([F:24])=[CH:22][CH:21]=[CH:20][C:19]=2[F:25])[N:8]=1)(=O)=O.CC1(C)C(C)(C)OB([C:36]2[CH:41]=[CH:40][C:39]([S:42]([NH2:45])(=[O:44])=[O:43])=[CH:38][CH:37]=2)O1.C(=O)([O-])[O-].[K+].[K+]. Product: [F:24][C:23]1[CH:22]=[CH:21][CH:20]=[C:19]([F:25])[C:18]=1[N:9]1[C:10]2[CH:15]=[CH:14][N:13]=[C:12]([O:16][CH3:17])[C:11]=2[C:7]([C:36]2[CH:41]=[CH:40][C:39]([S:42]([NH2:45])(=[O:44])=[O:43])=[CH:38][CH:37]=2)=[N:8]1. The catalyst class is: 339. (9) Reactant: C([S:4][CH:5]1[CH2:10][CH2:9][N:8]([CH:11]([C:17]2[CH:22]=[CH:21][CH:20]=[CH:19][C:18]=2[F:23])[C:12]([CH:14]2[CH2:16][CH2:15]2)=[O:13])[CH2:7]/[C:6]/1=[CH:24]\[C:25]1[CH:30]=[N:29][CH:28]=[CH:27][N:26]=1)(=O)C.[ClH:31].C(#N)C. Product: [ClH:31].[CH:14]1([C:12](=[O:13])[CH:11]([N:8]2[CH2:9][CH2:10][CH:5]([SH:4])/[C:6](=[CH:24]/[C:25]3[CH:30]=[N:29][CH:28]=[CH:27][N:26]=3)/[CH2:7]2)[C:17]2[CH:22]=[CH:21][CH:20]=[CH:19][C:18]=2[F:23])[CH2:16][CH2:15]1. The catalyst class is: 8. (10) Reactant: [Cl:1][CH2:2][CH:3]([CH2:28][Cl:29])[O:4][C:5]1[C:6]([N+:25]([O-])=O)=[C:7]([CH2:11][S:12]([C:15]2[C:24]3[C:19](=[CH:20][CH:21]=[CH:22][CH:23]=3)[CH:18]=[CH:17][CH:16]=2)(=[O:14])=[O:13])[CH:8]=[CH:9][CH:10]=1.C1COCC1. Product: [Cl:29][CH2:28][CH:3]([CH2:2][Cl:1])[O:4][C:5]1[CH:10]=[CH:9][CH:8]=[C:7]([CH2:11][S:12]([C:15]2[C:24]3[C:19](=[CH:20][CH:21]=[CH:22][CH:23]=3)[CH:18]=[CH:17][CH:16]=2)(=[O:13])=[O:14])[C:6]=1[NH2:25]. The catalyst class is: 43.